Dataset: Full USPTO retrosynthesis dataset with 1.9M reactions from patents (1976-2016). Task: Predict the reactants needed to synthesize the given product. (1) Given the product [N:27]1[CH:28]=[CH:29][CH:30]=[CH:31][C:26]=1[C:24]1[O:25][C:19]2[CH2:20][CH2:21][N:16]([C:14]([O:13][CH2:6][C:7]3[CH:12]=[CH:11][CH:10]=[CH:9][CH:8]=3)=[O:15])[CH2:17][C:18]=2[N:23]=1, predict the reactants needed to synthesize it. The reactants are: O=P(Cl)(Cl)Cl.[CH2:6]([O:13][C:14]([N:16]1[CH2:21][CH2:20][C:19](=O)[CH:18]([NH:23][C:24]([C:26]2[CH:31]=[CH:30][CH:29]=[CH:28][N:27]=2)=[O:25])[CH2:17]1)=[O:15])[C:7]1[CH:12]=[CH:11][CH:10]=[CH:9][CH:8]=1. (2) The reactants are: [CH:1](=[O:7])[CH2:2][CH2:3][CH2:4][CH2:5][CH3:6].[OH:8][CH2:9][CH:10]([CH2:12][OH:13])[OH:11]. Given the product [CH:1](=[O:7])[CH2:2][CH2:3][CH2:4][CH2:5][CH3:6].[OH:8][CH2:9][CH:10]([CH2:12][OH:13])[OH:11], predict the reactants needed to synthesize it.